This data is from Reaction yield outcomes from USPTO patents with 853,638 reactions. The task is: Predict the reaction yield, written as a fraction of the theoretical maximum amount of product (1.0 means a 100% yield; for example, 0.34 means a 34% yield). (1) The reactants are C([N:8]1[CH2:13][CH2:12][CH:11]([NH:14][C:15]([C:17]2[C:26]3[C:21](=[CH:22][CH:23]=[CH:24][CH:25]=3)[CH:20]=[CH:19][CH:18]=2)=[O:16])[CH2:10][CH2:9]1)C1C=CC=CC=1.[Cl:27]C(OC(Cl)C)=O. The catalyst is C(Cl)Cl. The product is [ClH:27].[NH:8]1[CH2:9][CH2:10][CH:11]([NH:14][C:15]([C:17]2[C:26]3[C:21](=[CH:22][CH:23]=[CH:24][CH:25]=3)[CH:20]=[CH:19][CH:18]=2)=[O:16])[CH2:12][CH2:13]1. The yield is 0.868. (2) The reactants are [Cl:1][C:2]1[C:7]([CH2:8][N:9]([CH2:20][C:21]2[CH:22]=[C:23]([CH:35]=[CH:36][CH:37]=2)[CH2:24][N:25]2[CH:29]([C:30](O)=[O:31])[CH2:28][CH2:27][S:26]2(=[O:34])=[O:33])[C@H:10]([CH2:16][N:17]([CH3:19])[CH3:18])[CH2:11][C:12]([CH3:15])([CH3:14])[CH3:13])=[C:6]([F:38])[C:5]([O:39][CH3:40])=[CH:4][CH:3]=1.Cl.[CH:42]12[CH2:51][CH:46]3[CH2:47][CH:48]([CH2:50][CH:44]([CH2:45]3)[CH:43]1[NH2:52])[CH2:49]2. No catalyst specified. The product is [CH:42]12[CH2:51][CH:46]3[CH2:47][CH:48]([CH2:50][CH:44]([CH2:45]3)[CH:43]1[NH:52][C:30]([CH:29]1[CH2:28][CH2:27][S:26](=[O:33])(=[O:34])[N:25]1[CH2:24][C:23]1[CH:35]=[CH:36][CH:37]=[C:21]([CH2:20][N:9]([CH2:8][C:7]3[C:2]([Cl:1])=[CH:3][CH:4]=[C:5]([O:39][CH3:40])[C:6]=3[F:38])[C@H:10]([CH2:16][N:17]([CH3:19])[CH3:18])[CH2:11][C:12]([CH3:14])([CH3:15])[CH3:13])[CH:22]=1)=[O:31])[CH2:49]2. The yield is 0.660. (3) The reactants are [OH:1][CH:2]([C:4]1[N:9]=[C:8]([NH:10]C(=O)C(C)(C)C)[CH:7]=[CH:6][CH:5]=1)C.Cl. The catalyst is O1CCOCC1. The product is [NH2:10][C:8]1[N:9]=[C:4]([CH2:2][OH:1])[CH:5]=[CH:6][CH:7]=1. The yield is 0.960. (4) The reactants are [C:1]1([NH2:8])[C:2]([NH2:7])=[CH:3][CH:4]=[CH:5][CH:6]=1.[NH:9]1[CH2:14][CH2:13][CH:12]([C:15](O)=O)[CH2:11][CH2:10]1.[OH-].[Na+]. The catalyst is Cl. The product is [NH:9]1[CH2:14][CH2:13][CH:12]([C:15]2[NH:8][C:1]3[CH:6]=[CH:5][CH:4]=[CH:3][C:2]=3[N:7]=2)[CH2:11][CH2:10]1. The yield is 0.380. (5) The reactants are C(N(C(C)C)CC)(C)C.Cl.[NH:11]1[CH2:14][CH:13]([NH:15][C:16](=[O:22])[O:17][C:18]([CH3:21])([CH3:20])[CH3:19])[CH2:12]1.Cl[C:24]1[O:25][C:26]2[C:27](=[C:29]([C:41]#[N:42])[C:30]([CH3:40])=[C:31]([C:34]3[CH:39]=[CH:38][CH:37]=[CH:36][CH:35]=3)[C:32]=2[F:33])[N:28]=1.C(O)(=O)CC(CC(O)=O)(C(O)=O)O. The catalyst is ClCCl. The product is [C:41]([C:29]1[C:27]2[N:28]=[C:24]([N:11]3[CH2:14][CH:13]([NH:15][C:16](=[O:22])[O:17][C:18]([CH3:19])([CH3:21])[CH3:20])[CH2:12]3)[O:25][C:26]=2[C:32]([F:33])=[C:31]([C:34]2[CH:35]=[CH:36][CH:37]=[CH:38][CH:39]=2)[C:30]=1[CH3:40])#[N:42]. The yield is 1.00.